From a dataset of Full USPTO retrosynthesis dataset with 1.9M reactions from patents (1976-2016). Predict the reactants needed to synthesize the given product. (1) Given the product [Br:1][C:2]1[CH:3]=[C:4]2[C:42](=[CH:43][CH:44]=1)[C:7]1=[CH:8][C:9]3[C:10]([C:32]4[CH:41]=[CH:40][C:39]5[C:34](=[CH:35][CH:36]=[CH:37][CH:38]=5)[CH:33]=4)=[C:11]4[C:16](=[C:17]([C:21]5[CH:30]=[CH:29][C:28]6[C:23](=[CH:24][CH:25]=[CH:26][CH:27]=6)[CH:22]=5)[C:18]=3[CH:19]=[C:6]1[C:5]2([CH3:46])[CH3:45])[CH:15]=[CH:14][CH:13]=[CH:12]4, predict the reactants needed to synthesize it. The reactants are: [Br:1][C:2]1[CH:3]=[C:4]2[C:42](=[CH:43][CH:44]=1)[C:7]1=[CH:8][C:9]3[C:10]([C:32]4[CH:41]=[CH:40][C:39]5[C:34](=[CH:35][CH:36]=[CH:37][CH:38]=5)[CH:33]=4)(O)[C:11]4[CH:12]=[CH:13][CH:14]=[CH:15][C:16]=4[C:17]([C:21]4[CH:30]=[CH:29][C:28]5[C:23](=[CH:24][CH:25]=[CH:26][CH:27]=5)[CH:22]=4)(O)[C:18]=3[CH:19]=[C:6]1[C:5]2([CH3:46])[CH3:45].[I-].[K+].[PH2]([O-])=O.[Na+]. (2) The reactants are: [F:1][C:2]1[CH:3]=[CH:4][C:5]([NH:8][C@@H:9]2[CH2:13][CH2:12][N:11](C(OC(C)(C)C)=O)[CH2:10]2)=[N:6][CH:7]=1.Cl.O1CCOCC1. Given the product [F:1][C:2]1[CH:3]=[CH:4][C:5]([NH:8][C@@H:9]2[CH2:13][CH2:12][NH:11][CH2:10]2)=[N:6][CH:7]=1, predict the reactants needed to synthesize it. (3) Given the product [N:26]1[CH:27]=[CH:28][N:29]2[CH:34]=[C:33]([C:2]3[N:11]=[C:10]([NH:12][CH2:13][CH:14]([C:20]4[CH:25]=[CH:24][CH:23]=[CH:22][N:21]=4)[C:15]4[NH:16][CH:17]=[CH:18][CH:19]=4)[C:9]4[C:4](=[CH:5][CH:6]=[CH:7][CH:8]=4)[N:3]=3)[CH:32]=[CH:31][C:30]=12, predict the reactants needed to synthesize it. The reactants are: Cl[C:2]1[N:11]=[C:10]([NH:12][CH2:13][CH:14]([C:20]2[CH:25]=[CH:24][CH:23]=[CH:22][N:21]=2)[C:15]2[NH:16][CH:17]=[CH:18][CH:19]=2)[C:9]2[C:4](=[CH:5][CH:6]=[CH:7][CH:8]=2)[N:3]=1.[N:26]1[CH:27]=[CH:28][N:29]2[CH:34]=[C:33](B(O)O)[CH:32]=[CH:31][C:30]=12.C(NC1C2C(=CC=CC=2)N=C(C2SC3C=CC=CC=3C=2)N=1)(C1C=CC=CC=1)C1C=CC=CC=1. (4) The reactants are: C[O:2][C:3](=[O:25])[C@@H:4]([N:11]1[CH2:15][C:14]2=[CH:16][C:17]3[CH:18]=[CH:19][CH:20]=[CH:21][C:22]=3[O:23][CH:13]2[C:12]1=[O:24])[CH2:5][CH:6]1[CH2:10][CH2:9][CH2:8][CH2:7]1.[OH-].[Li+].CCOCC. Given the product [CH:6]1([CH2:5][C@H:4]([N:11]2[CH2:15][C:14]3[CH2:16][C:17]4[CH:18]=[CH:19][CH:20]=[CH:21][C:22]=4[O:23][C:13]=3[C:12]2=[O:24])[C:3]([OH:25])=[O:2])[CH2:10][CH2:9][CH2:8][CH2:7]1, predict the reactants needed to synthesize it.